From a dataset of Peptide-MHC class II binding affinity with 134,281 pairs from IEDB. Regression. Given a peptide amino acid sequence and an MHC pseudo amino acid sequence, predict their binding affinity value. This is MHC class II binding data. (1) The peptide sequence is SQDRELSWNLNGLQAY. The MHC is HLA-DQA10101-DQB10501 with pseudo-sequence HLA-DQA10101-DQB10501. The binding affinity (normalized) is 0.612. (2) The peptide sequence is PTPVNIIGRNMLTQIGC. The MHC is DRB4_0101 with pseudo-sequence DRB4_0103. The binding affinity (normalized) is 0.266. (3) The peptide sequence is SMHQVLDEAIKACKT. The MHC is DRB3_0301 with pseudo-sequence QEFFIASGAAVDAIMELSFEYYVLQKQNYHVVFT. The binding affinity (normalized) is 0.524. (4) The peptide sequence is LLTSGMVIFFMSPKGK. The MHC is HLA-DQA10501-DQB10302 with pseudo-sequence HLA-DQA10501-DQB10302. The binding affinity (normalized) is 0.285. (5) The peptide sequence is DKFKIFEAAFSES. The MHC is DRB1_0101 with pseudo-sequence DRB1_0101. The binding affinity (normalized) is 0.260. (6) The binding affinity (normalized) is 0.883. The MHC is DRB1_0101 with pseudo-sequence DRB1_0101. The peptide sequence is LLYKLCLSGDGWPYI. (7) The peptide sequence is KTRRFLPQILAECAR. The MHC is DRB1_1302 with pseudo-sequence DRB1_1302. The binding affinity (normalized) is 0.346. (8) The peptide sequence is SEQGEFKLLSEEKVP. The binding affinity (normalized) is 0.325. The MHC is DRB1_0801 with pseudo-sequence DRB1_0801.